Dataset: Full USPTO retrosynthesis dataset with 1.9M reactions from patents (1976-2016). Task: Predict the reactants needed to synthesize the given product. (1) Given the product [Cl:36][C:33]1[CH:34]=[CH:35][C:30]([NH:29][C:27]([C:26]2[C:21]([C:19]([NH:18][C:15]3[CH:16]=[CH:17][C:12]([NH:11][CH2:10][CH2:9][OH:8])=[CH:13][CH:14]=3)=[O:20])=[N:22][CH:23]=[CH:24][N:25]=2)=[O:28])=[N:31][CH:32]=1, predict the reactants needed to synthesize it. The reactants are: [Si]([O:8][CH2:9][CH2:10][NH:11][C:12]1[CH:17]=[CH:16][C:15]([NH:18][C:19]([C:21]2[C:26]([C:27]([NH:29][C:30]3[CH:35]=[CH:34][C:33]([Cl:36])=[CH:32][N:31]=3)=[O:28])=[N:25][CH:24]=[CH:23][N:22]=2)=[O:20])=[CH:14][CH:13]=1)(C(C)(C)C)(C)C.[F-].C([N+](CCCC)(CCCC)CCCC)CCC. (2) Given the product [Cl:1][C:2]1[CH:3]=[CH:4][C:5]([N:8]2[C:12]([CH3:13])=[C:11]([C:36]([NH:40][C:31]3[CH:32]=[CH:33][C:28]([C:22]4([C:20]([OH:19])=[O:21])[CH2:27][CH2:26][CH2:25][CH2:24][CH2:23]4)=[N:29][CH:30]=3)=[O:42])[CH:10]=[N:9]2)=[CH:6][CH:7]=1, predict the reactants needed to synthesize it. The reactants are: [Cl:1][C:2]1[CH:7]=[CH:6][C:5]([N:8]2[C:12]([CH3:13])=[CH:11][C:10](C(N)=O)=[N:9]2)=[CH:4][CH:3]=1.C([O:19][C:20]([C:22]1([C:28]2[CH:33]=[CH:32][C:31](Br)=[CH:30][N:29]=2)[CH2:27][CH2:26][CH2:25][CH2:24][CH2:23]1)=[O:21])C.C[CH:36]([NH2:40])C(C)N.C(=O)([O-])[O-:42].[K+].[K+]. (3) Given the product [F:1][C:2]1[CH:3]=[C:4]([C:8]2[CH:9]([C:10]3[CH:15]=[CH:14][C:13]([C:16]([F:19])([F:18])[F:17])=[CH:12][N:11]=3)[N:20]=2)[CH:5]=[CH:6][CH:7]=1, predict the reactants needed to synthesize it. The reactants are: [F:1][C:2]1[CH:3]=[C:4]([C:8](=[N:20]O)[CH2:9][C:10]2[CH:15]=[CH:14][C:13]([C:16]([F:19])([F:18])[F:17])=[CH:12][N:11]=2)[CH:5]=[CH:6][CH:7]=1.CCN(CC)CC.C(OC(C(F)(F)F)=O)(C(F)(F)F)=O. (4) Given the product [F:12][C:9]1[CH:10]=[N:11][C:6]([O:5][CH:3]2[CH2:2][N:1]([C:21]3[N:29]=[CH:28][C:27]([C:30]([F:33])([F:31])[F:32])=[CH:26][C:22]=3[C:23]([OH:25])=[O:24])[CH2:4]2)=[N:7][CH:8]=1, predict the reactants needed to synthesize it. The reactants are: [NH:1]1[CH2:4][CH:3]([O:5][C:6]2[N:11]=[CH:10][C:9]([F:12])=[CH:8][N:7]=2)[CH2:2]1.C(N(CC)CC)C.Cl[C:21]1[N:29]=[CH:28][C:27]([C:30]([F:33])([F:32])[F:31])=[CH:26][C:22]=1[C:23]([OH:25])=[O:24]. (5) Given the product [F:19][C:17]1[CH:16]=[CH:15][CH:14]=[C:13]2[C:18]=1[C:9]([NH:8][C:6]1[CH:5]=[CH:4][C:3]([O:20][CH2:34][C:29]3[CH:30]=[CH:31][CH:32]=[CH:33][N:28]=3)=[C:2]([CH3:1])[CH:7]=1)=[N:10][CH:11]=[N:12]2, predict the reactants needed to synthesize it. The reactants are: [CH3:1][C:2]1[CH:7]=[C:6]([NH:8][C:9]2[C:18]3[C:13](=[CH:14][CH:15]=[CH:16][C:17]=3[F:19])[N:12]=[CH:11][N:10]=2)[CH:5]=[CH:4][C:3]=1[OH:20].C(=O)([O-])[O-].[K+].[K+].Cl.[N:28]1[CH:33]=[CH:32][CH:31]=[CH:30][C:29]=1[CH2:34]Cl. (6) The reactants are: [Cu]([C:4]#[N:5])C#N.C(ON=O)(C)(C)C.[Br:13][C:14]1[CH:20]=[C:19]([Br:21])[CH:18]=[CH:17][C:15]=1N.Cl. Given the product [Br:13][C:14]1[CH:20]=[C:19]([Br:21])[CH:18]=[CH:17][C:15]=1[C:4]#[N:5], predict the reactants needed to synthesize it. (7) The reactants are: [CH2:1]([CH:4]([C:10]([O:12][CH2:13][CH3:14])=[O:11])[C:5]([O:7][CH2:8][CH3:9])=[O:6])[CH:2]=[CH2:3].P(Cl)(Cl)(Cl)=O.[Cl:20][C:21]([Cl:26])(Cl)[C:22](Cl)=[O:23]. Given the product [Cl:20][C:21]1([Cl:26])[C:22](=[O:23])[CH2:3][CH:2]1[CH2:1][CH:4]([C:10]([O:12][CH2:13][CH3:14])=[O:11])[C:5]([O:7][CH2:8][CH3:9])=[O:6], predict the reactants needed to synthesize it. (8) Given the product [Cl:1][C:2]1[CH:7]=[CH:6][C:5]([O:8][CH2:16][C:17]2[CH:24]=[CH:23][CH:22]=[C:21]([N+:25]([O-:27])=[O:26])[C:18]=2[C:19]#[N:20])=[CH:4][CH:3]=1, predict the reactants needed to synthesize it. The reactants are: [Cl:1][C:2]1[CH:7]=[CH:6][C:5]([OH:8])=[CH:4][CH:3]=1.C(=O)([O-])[O-].[K+].[K+].Br[CH2:16][C:17]1[CH:24]=[CH:23][CH:22]=[C:21]([N+:25]([O-:27])=[O:26])[C:18]=1[C:19]#[N:20]. (9) Given the product [F:12][C:13]([F:25])([F:26])[C:14]1[CH:15]=[C:16]([NH:17][C:7]([C:6]2[C:5]([OH:11])=[N:4][CH:3]=[C:2]([Cl:1])[CH:10]=2)=[O:9])[CH:18]=[C:19]([C:21]([F:22])([F:24])[F:23])[CH:20]=1, predict the reactants needed to synthesize it. The reactants are: [Cl:1][C:2]1[CH:3]=[N:4][C:5]([OH:11])=[C:6]([CH:10]=1)[C:7]([OH:9])=O.[F:12][C:13]([F:26])([F:25])[C:14]1[CH:15]=[C:16]([CH:18]=[C:19]([C:21]([F:24])([F:23])[F:22])[CH:20]=1)[NH2:17].N1C=CC=CC=1.P(Cl)(Cl)(Cl)=O.Cl. (10) The reactants are: [H-].[Na+].CN(C)C=O.[C:8]1([CH:15]=[CH:14][C:12]([OH:13])=[CH:11][CH:10]=1)[OH:9].[C:16]([C:18]1[CH:23]=[CH:22][C:21]([CH2:24][CH2:25][N:26]2[CH2:33][CH2:32][C:29]3([CH2:31][O:30]3)[CH2:28][CH2:27]2)=[CH:20][CH:19]=1)#[N:17]. Given the product [C:16]([C:18]1[CH:19]=[CH:20][C:21]([CH2:24][CH2:25][N:26]2[CH2:33][CH2:32][C:29]([CH2:31][O:9][C:8]3[CH:15]=[CH:14][C:12]([OH:13])=[CH:11][CH:10]=3)([OH:30])[CH2:28][CH2:27]2)=[CH:22][CH:23]=1)#[N:17], predict the reactants needed to synthesize it.